Predict the product of the given reaction. From a dataset of Forward reaction prediction with 1.9M reactions from USPTO patents (1976-2016). (1) The product is: [C:1]([C:5]1[N:6]=[C:7]([N:22]2[CH2:23][CH2:24][CH2:28][C@@H:27]2[CH2:26][OH:25])[C:8]2[N:13]=[N:12][N:11]([CH2:14][C:15]3[CH:20]=[CH:19][CH:18]=[CH:17][C:16]=3[Cl:21])[C:9]=2[N:10]=1)([CH3:4])([CH3:2])[CH3:3]. Given the reactants [C:1]([C:5]1[N:6]=[C:7]([N:22]2[CH2:27][CH2:26][O:25][CH2:24][CH2:23]2)[C:8]2[N:13]=[N:12][N:11]([CH2:14][C:15]3[CH:20]=[CH:19][CH:18]=[CH:17][C:16]=3[Cl:21])[C:9]=2[N:10]=1)([CH3:4])([CH3:3])[CH3:2].[C:28](C1N=C(Cl)C2N=NN(CC3C=CC=CC=3Cl)C=2N=1)(C)(C)C.N1CCC[C@@H]1CO, predict the reaction product. (2) Given the reactants Br[C:2]1[CH:21]=[CH:20][C:5]([C:6]([NH:8][CH2:9][C:10]2[CH:15]=[CH:14][C:13]([O:16][CH3:17])=[C:12]([O:18][CH3:19])[CH:11]=2)=[O:7])=[CH:4][N:3]=1.[C:22]1(B(O)O)[CH:27]=[CH:26][CH:25]=[CH:24][CH:23]=1.C(=O)([O-])[O-].[Cs+].[Cs+], predict the reaction product. The product is: [CH3:19][O:18][C:12]1[CH:11]=[C:10]([CH:15]=[CH:14][C:13]=1[O:16][CH3:17])[CH2:9][NH:8][C:6](=[O:7])[C:5]1[CH:20]=[CH:21][C:2]([C:22]2[CH:27]=[CH:26][CH:25]=[CH:24][CH:23]=2)=[N:3][CH:4]=1. (3) Given the reactants C1(P(C2C=CC=CC=2)C2C=CC=CC=2)C=CC=CC=1.[CH3:20][O:21][CH2:22][CH2:23][OH:24].[CH3:25][C:26]1([CH3:40])[C:30]([CH3:32])([CH3:31])[O:29][B:28]([C:33]2[CH:38]=[CH:37][C:36](O)=[CH:35][CH:34]=2)[O:27]1.N(C(N1CCCCC1)=O)=NC(N1CCCCC1)=O, predict the reaction product. The product is: [CH3:20][O:21][CH2:22][CH2:23][O:24][C:36]1[CH:37]=[CH:38][C:33]([B:28]2[O:29][C:30]([CH3:32])([CH3:31])[C:26]([CH3:40])([CH3:25])[O:27]2)=[CH:34][CH:35]=1. (4) Given the reactants CN(C)CCN(C)C.C([Li])CCC.[CH2:14]([C:16]1[CH:21]=[CH:20][C:19]([O:22][CH3:23])=[CH:18][CH:17]=1)[CH3:15].CON(C)[C:27]([C:29]1[CH:34]=[CH:33][CH:32]=[CH:31][N:30]=1)=[O:28], predict the reaction product. The product is: [CH2:14]([C:16]1[CH:17]=[CH:18][C:19]([O:22][CH3:23])=[C:20]([C:27]([C:29]2[CH:34]=[CH:33][CH:32]=[CH:31][N:30]=2)=[O:28])[CH:21]=1)[CH3:15].